From a dataset of SARS-CoV-2 main protease (3CLPro) crystallographic fragment screen with 879 compounds. Binary Classification. Given a drug SMILES string, predict its activity (active/inactive) in a high-throughput screening assay against a specified biological target. The compound is CCNC(=O)c1c[nH]nn1. The result is 0 (inactive).